From a dataset of NCI-60 drug combinations with 297,098 pairs across 59 cell lines. Regression. Given two drug SMILES strings and cell line genomic features, predict the synergy score measuring deviation from expected non-interaction effect. (1) Drug 1: CCC(=C(C1=CC=CC=C1)C2=CC=C(C=C2)OCCN(C)C)C3=CC=CC=C3.C(C(=O)O)C(CC(=O)O)(C(=O)O)O. Drug 2: B(C(CC(C)C)NC(=O)C(CC1=CC=CC=C1)NC(=O)C2=NC=CN=C2)(O)O. Cell line: LOX IMVI. Synergy scores: CSS=64.0, Synergy_ZIP=7.18, Synergy_Bliss=8.17, Synergy_Loewe=-10.8, Synergy_HSA=7.17. (2) Drug 1: CN(CC1=CN=C2C(=N1)C(=NC(=N2)N)N)C3=CC=C(C=C3)C(=O)NC(CCC(=O)O)C(=O)O. Drug 2: COC1=C2C(=CC3=C1OC=C3)C=CC(=O)O2. Cell line: HT29. Synergy scores: CSS=57.4, Synergy_ZIP=5.54, Synergy_Bliss=4.23, Synergy_Loewe=-31.9, Synergy_HSA=5.49. (3) Drug 1: CN(C)C(=N)N=C(N)N. Drug 2: C1CC(C1)(C2=CC=C(C=C2)C3=C(C=C4C(=N3)C=CN5C4=NNC5=O)C6=CC=CC=C6)N. Cell line: NCIH23. Synergy scores: CSS=25.9, Synergy_ZIP=-5.32, Synergy_Bliss=-1.49, Synergy_Loewe=-5.22, Synergy_HSA=2.12. (4) Drug 2: C(CC(=O)O)C(=O)CN.Cl. Drug 1: CC1C(C(CC(O1)OC2CC(CC3=C2C(=C4C(=C3O)C(=O)C5=C(C4=O)C(=CC=C5)OC)O)(C(=O)C)O)N)O.Cl. Cell line: SF-268. Synergy scores: CSS=20.7, Synergy_ZIP=-10.5, Synergy_Bliss=-7.76, Synergy_Loewe=-16.4, Synergy_HSA=-7.38. (5) Drug 1: C1=CC(=C2C(=C1NCCNCCO)C(=O)C3=C(C=CC(=C3C2=O)O)O)NCCNCCO. Drug 2: CS(=O)(=O)CCNCC1=CC=C(O1)C2=CC3=C(C=C2)N=CN=C3NC4=CC(=C(C=C4)OCC5=CC(=CC=C5)F)Cl. Cell line: DU-145. Synergy scores: CSS=68.7, Synergy_ZIP=6.27, Synergy_Bliss=7.68, Synergy_Loewe=-19.3, Synergy_HSA=7.42. (6) Drug 1: CC1C(C(CC(O1)OC2CC(OC(C2O)C)OC3=CC4=CC5=C(C(=O)C(C(C5)C(C(=O)C(C(C)O)O)OC)OC6CC(C(C(O6)C)O)OC7CC(C(C(O7)C)O)OC8CC(C(C(O8)C)O)(C)O)C(=C4C(=C3C)O)O)O)O. Drug 2: CCN(CC)CCCC(C)NC1=C2C=C(C=CC2=NC3=C1C=CC(=C3)Cl)OC. Cell line: OVCAR-8. Synergy scores: CSS=40.0, Synergy_ZIP=-5.99, Synergy_Bliss=0.0148, Synergy_Loewe=-6.17, Synergy_HSA=-0.397. (7) Drug 1: CC12CCC3C(C1CCC2=O)CC(=C)C4=CC(=O)C=CC34C. Drug 2: C1=NC2=C(N1)C(=S)N=C(N2)N. Cell line: CAKI-1. Synergy scores: CSS=57.2, Synergy_ZIP=-2.74, Synergy_Bliss=-4.87, Synergy_Loewe=-10.9, Synergy_HSA=-0.495. (8) Drug 1: CN1CCC(CC1)COC2=C(C=C3C(=C2)N=CN=C3NC4=C(C=C(C=C4)Br)F)OC. Drug 2: C1=NNC2=C1C(=O)NC=N2. Cell line: SN12C. Synergy scores: CSS=11.2, Synergy_ZIP=-4.11, Synergy_Bliss=-1.86, Synergy_Loewe=-18.7, Synergy_HSA=-2.21.